This data is from CYP3A4 inhibition data for predicting drug metabolism from PubChem BioAssay. The task is: Regression/Classification. Given a drug SMILES string, predict its absorption, distribution, metabolism, or excretion properties. Task type varies by dataset: regression for continuous measurements (e.g., permeability, clearance, half-life) or binary classification for categorical outcomes (e.g., BBB penetration, CYP inhibition). Dataset: cyp3a4_veith. (1) The molecule is COc1ccc(NC(=O)CSc2nc(-c3ccc(C)cc3)cc(C(F)(F)F)c2C#N)cc1. The result is 0 (non-inhibitor). (2) The compound is CC1(C)OC[C@@H]([C@H]2O[C@H](On3nnc4ccc(Cl)cc43)[C@@H]3OC(C)(C)O[C@H]23)O1. The result is 0 (non-inhibitor). (3) The compound is Cc1cccc(CNc2cc(-c3ccc(C(=O)N(C)C)cc3)ncn2)c1. The result is 1 (inhibitor). (4) The molecule is C(#CCN1CCCC1)CN1CCCC1. The result is 0 (non-inhibitor). (5) The drug is O=C(O)C1=C/C(=C(/c2ccccc2)c2cc(C(=O)O)c(O)c3ccccc23)c2ccccc2C1=O. The result is 0 (non-inhibitor). (6) The result is 0 (non-inhibitor). The compound is CC(=O)N1CCC2(CCCN(C(=O)Nc3cccc(C#N)c3)C2)CC1. (7) The compound is O=C(O)CSc1ncnc2sc3c(c12)CCC3. The result is 0 (non-inhibitor). (8) The drug is NCCCC(=O)O. The result is 0 (non-inhibitor). (9) The molecule is Cc1nc2ncnn2c(C)c1CCC(=O)NC(C)c1ccc2c(c1)OCCO2. The result is 1 (inhibitor). (10) The drug is COc1ccccc1C(=O)N/C(=C/c1ccc(Br)cc1)C(=O)NCC(=O)O. The result is 1 (inhibitor).